This data is from Experimentally validated miRNA-target interactions with 360,000+ pairs, plus equal number of negative samples. The task is: Binary Classification. Given a miRNA mature sequence and a target amino acid sequence, predict their likelihood of interaction. (1) The miRNA is hsa-miR-585-5p with sequence CUAGCACACAGAUACGCCCAGA. The protein sequence of the target gene is MDRPDEGPPAKTPRLSSSEPRQRDLPPPPPPPLQRLPLPPPQQRPRPQEETEAAQVLADMRGVGPTLPPPLPYVILEEGGIRAYFTLSAESPGWDHAMESGFGEAPSTGIMETLPSSEISGGSLAIDFQVAEPSSLGEKALETCSLGGWGPQMLVGPKRKEEAIIIVEDEDEDDKESVRRRQRRRRRRRKQRKAKESRERSAQRMESILQALESIQMDLEAVNIKAGKAFLRLKRKFIQMRRPFLERRDLIIQHIPGFWVKAFLNHPRISILINQRDRDIFRYLTNLQVQDLRHISMGYK.... Result: 0 (no interaction). (2) Result: 0 (no interaction). The protein sequence of the target gene is MESDFYLRYYVGHKGKFGHEFLEFEFRPDGKLRYANNSNYKNDVMIRKEAYVHKSVMEELKRIIDDSEITKEDDALWPPPDRVGRQELEIVIGDEHISFTTSKIGSLIDVNQSKDPEGLRVFYYLVQDLKCLVFSLIGLHFKIKPI. The miRNA is mmu-miR-471-3p with sequence UGAAAGGUGCCAUACUAUGUAU. (3) The miRNA is hsa-miR-4756-5p with sequence CAGGGAGGCGCUCACUCUCUGCU. The protein sequence of the target gene is MLPLSIKDDEYKPPKFNLFGKISGWFRSILSDKTSRNLFFFLCLNLSFAFVELLYGIWSNCLGLISDSFHMFFDSTAILAGLAASVISKWRDNDAFSYGYVRAEVLAGFVNGLFLIFTAFFIFSEGVERALAPPDVHHERLLLVSILGFVVNLIGIFVFKHGGHGHSHGSGHGHSHSLFNGALDQAHGHVDHCHSHEVKHGAAHSHDHAHGHGHFHSHDGPSLKETTGPSRQILQGVFLHILADTLGSIGVIASAIMMQNFGLMIADPICSILIAILIVVSVIPLLRESVGILMQRTPPL.... Result: 1 (interaction). (4) The miRNA is hsa-miR-182-3p with sequence UGGUUCUAGACUUGCCAACUA. The protein sequence of the target gene is MALQGISVVELSGLAPGPFCAMVLADFGARVVRVDRPGSRYDVSRLGRGKRSLVLDLKQPRGAAVLRRLCKRSDVLLEPFRRGVMEKLQLGPEILQRENPRLIYARLSGFGQSGSFCRLAGHDINYLALSGVLSKIGRSGENPYAPLNLLADFAGGGLMCALGIIMALFDRTRTGKGQVIDANMVEGTAYLSSFLWKTQKLSLWEAPRGQNMLDGGAPFYTTYRTADGEFMAVGAIEPQFYELLIKGLGLKSDELPNQMSMDDWPEMKKKFADVFAEKTKAEWCQIFDGTDACVTPVLTF.... Result: 0 (no interaction). (5) The miRNA is hsa-miR-3123 with sequence CAGAGAAUUGUUUAAUC. The protein sequence of the target gene is METSAAAASAGGFFPSFLLLAFGTLVAAVLGVAHRLGLFYQLMHKVDKTSIRHGGESVAAVLRAHGVRFVFTLVGGHISPLLVACEKLGIRVVDTRHEVTAVFAADAVARLTGTVGVAAVTAGPGLTNTVTAVKNAQVAQSPVLLLGGAASTLLQKRGALQAIDQMSLFRPLCKFCASVRRVRDIVPTLRTAIAAAQSGTPGPVFVELPLDVLYPYFMVEKEMIPTKLPNSLMGRVVVWYLQNCLANLFVGAWEPRPEGPLPLDIPQASPQQVQRCVEILSRAKRPLLVLGSQALLPPTP.... Result: 0 (no interaction). (6) The miRNA is ath-miR400 with sequence UAUGAGAGUAUUAUAAGUCAC. The protein sequence of the target gene is MAATAVAAAVAGTESAQGPPGPAASLELWLNKATDPSMSEQDWSAIQNFCEQVNTDPNGPTHAPWLLAHKIQSPQEKEALYALTVLEMCMNHCGEKFHSEVAKFRFLNELIKVLSPKYLGSWATGKVKGRVIEILFSWTVWFPEDIKIRDAYQMLKKQGIIKQDPKLPVDKILPPPSPWPKSSIFDADEEKSKLLTRLLKSNHPEDLQAANRLIKNLVKEEQEKSEKVSKRVSAVEEVRSHVKVLQEMLSMYRRPGQAPPDQEALQVVYERCEKLRPTLFRLASDTTDDDDALAEILQAN.... Result: 0 (no interaction). (7) The miRNA is hsa-miR-4722-3p with sequence ACCUGCCAGCACCUCCCUGCAG. The protein sequence of the target gene is MAQNDSQEFAELWEKNLIIQPPGGGSCWDIINDEEYLPGSFDPNFFENVLEEQPQPSTLPPTSTVPETSDYPGDHGFRLRFPQSGTAKSVTCTYSPDLNKLFCQLAKTCPVQMVVDVAPPQGSVVRATAIYKKSEHVAEVVRRCPHHERTPDGDNLAPAGHLIRVEGNQRANYREDNITLRHSVFVPYEAPQLGAEWTTVLLNYMCNSSCMGGMNRRPILTIITLETQEGQLLGRRSFEVRVCACPGRDRKTEESNFKKDQETKTMAKTTTGTKRSLVKESSSATLRPEGSKKAKGSSSD.... Result: 0 (no interaction). (8) The miRNA is hsa-miR-3617-5p with sequence AAAGACAUAGUUGCAAGAUGGG. The protein sequence of the target gene is MEEIKPASASCVSKEKPSKVSDLISRFEGGSSLSNYSDLKKESAVNLNAPRTPGRHGLTTTPQQKLLSQHLPQRQGNDTDKTQGAQTCVANGVMAAQNQMECEEEKAATLSSDTSIQASEPLLDTHIVNGERDETATAPASPTTDSCDGNASDSSYRTPGIGPVLPLEERGAETETKVQERENGESPLELEQLDQHHEMKETNEQKLHKIANELLLTERAYVNRLDLLDQVFYCKLLEEANRGSFPAEMVNKIFSNISSINAFHSKFLLPELEKRMQEWETTPRIGDILQKLAPFLKMYG.... Result: 1 (interaction). (9) The protein sequence of the target gene is MADGQMPFSCHYPSRLRRDPFRDSPLSSRLLDDGFGMDPFPDDLTASWPDWALPRLSSAWPGTLRSGMVPRGPTATARFGVPAEGRTPPPFPGEPWKVCVNVHSFKPEELMVKTKDGYVEVSGKHEEKQQEGGIVSKNFTKKIQLPAEVDPVTVFASLSPEGLLIIEAPQVPPYSTFGESSFNNELPQDSQEVTCT. The miRNA is hsa-miR-4673 with sequence UCCAGGCAGGAGCCGGACUGGA. Result: 1 (interaction). (10) The miRNA is hsa-miR-1207-5p with sequence UGGCAGGGAGGCUGGGAGGGG. The protein sequence of the target gene is MLTRVKSAVANFMGGIMAGSSGSEHGGGSCGGSDLPLRFPYGRPEFLGLSQDEVECSADHIARPILILKETRRLPWATGYAEVINAGKSTHNEDQASCEVLTVKKKAGAVTSTPNRNSSKRRSSLPNGEGLQLKENSESEGVSCHYWSLFDGHAGSGAAVVASRLLQHHITEQLQDIVDILKNSAVLPPTCLGEEPENTPANSRTLTRAASLRGGVGAPGSPSTPPTRFFTEKKIPHECLVIGALESAFKEMDLQIERERSSYNISGGCTALIVICLLGKLYVANAGDSRAIIIRNGEII.... Result: 1 (interaction).